This data is from Full USPTO retrosynthesis dataset with 1.9M reactions from patents (1976-2016). The task is: Predict the reactants needed to synthesize the given product. (1) Given the product [OH:23][CH:21]([CH3:22])[CH2:20][N:2]1[CH2:7][CH2:6][CH:5]([C:8]2[NH:9][C:10](=[O:18])[C:11]3[C:16]([CH:17]=2)=[CH:15][CH:14]=[CH:13][CH:12]=3)[CH2:4][CH2:3]1, predict the reactants needed to synthesize it. The reactants are: Cl.[NH:2]1[CH2:7][CH2:6][CH:5]([C:8]2[NH:9][C:10](=[O:18])[C:11]3[C:16]([CH:17]=2)=[CH:15][CH:14]=[CH:13][CH:12]=3)[CH2:4][CH2:3]1.Br[CH2:20][CH:21]([OH:23])[CH3:22]. (2) The reactants are: C([O:3][C:4]([C:6]1[NH:7][C:8]2[C:13]([CH:14]=1)=[CH:12][C:11]([C:15]1[CH:20]=[CH:19][C:18]([C:21]([CH3:24])([CH3:23])[CH3:22])=[CH:17][CH:16]=1)=[CH:10][CH:9]=2)=[O:5])C.Br[C:26]1[CH:31]=[CH:30][C:29]([O:32][CH:33]([CH3:35])[CH3:34])=[C:28]([N+:36]([O-:38])=[O:37])[CH:27]=1. Given the product [C:21]([C:18]1[CH:19]=[CH:20][C:15]([C:11]2[CH:12]=[C:13]3[C:8](=[CH:9][CH:10]=2)[N:7]([C:26]2[CH:31]=[CH:30][C:29]([O:32][CH:33]([CH3:34])[CH3:35])=[C:28]([N+:36]([O-:38])=[O:37])[CH:27]=2)[C:6]([C:4]([OH:3])=[O:5])=[CH:14]3)=[CH:16][CH:17]=1)([CH3:24])([CH3:22])[CH3:23], predict the reactants needed to synthesize it.